Dataset: Reaction yield outcomes from USPTO patents with 853,638 reactions. Task: Predict the reaction yield, written as a fraction of the theoretical maximum amount of product (1.0 means a 100% yield; for example, 0.34 means a 34% yield). The reactants are [CH2:1]([OH:5])[CH2:2][CH2:3][CH3:4].C(OC(C)C)(C)C.C(N(CC)CC)C.Cl[C:21]([C:23]([F:34])([F:33])[CH:24]([O:27][C:28](=[O:32])[C:29]([CH3:31])=[CH2:30])[CH2:25][CH3:26])=[O:22]. No catalyst specified. The product is [CH2:1]([O:5][C:21]([C:23]([F:33])([F:34])[CH:24]([O:27][C:28](=[O:32])[C:29]([CH3:31])=[CH2:30])[CH2:25][CH3:26])=[O:22])[CH2:2][CH2:3][CH3:4]. The yield is 0.910.